Task: Predict which catalyst facilitates the given reaction.. Dataset: Catalyst prediction with 721,799 reactions and 888 catalyst types from USPTO (1) Reactant: [Cl:1][C:2]1[CH:10]=[CH:9][C:5]([C:6](Cl)=[O:7])=[CH:4][N:3]=1.[CH2:11]([N:13](CC)[CH2:14]C)C.Cl.CNC. Product: [Cl:1][C:2]1[CH:10]=[CH:9][C:5]([C:6]([N:13]([CH3:14])[CH3:11])=[O:7])=[CH:4][N:3]=1. The catalyst class is: 56. (2) The catalyst class is: 9. Reactant: [CH2:1]([O:3][C:4]([C:6]1[N:10]=[CH:9][NH:8][N:7]=1)=[O:5])C.[H-].[Na+].[C:13]([O:17][C:18]([N:20]1[CH2:25][CH2:24][CH:23](OS(C)(=O)=O)[CH2:22][CH2:21]1)=[O:19])([CH3:16])([CH3:15])[CH3:14]. Product: [C:13]([O:17][C:18]([N:20]1[CH2:25][CH2:24][CH:23]([N:8]2[CH:9]=[N:10][C:6]([C:4]([O:3][CH3:1])=[O:5])=[N:7]2)[CH2:22][CH2:21]1)=[O:19])([CH3:16])([CH3:14])[CH3:15]. (3) Reactant: C[C-:2]1[CH:6]=[CH:5][CH:4]=[CH:3]1.[C-:7]1(C)[CH:11]=[CH:10][CH:9]=[CH:8]1.[Zr+2:13].[C:14]1([OH:20])[CH:19]=[CH:18][CH:17]=[CH:16][CH:15]=1.C. Product: [O-:20][C:14]1[CH:19]=[CH:18][CH:17]=[CH:16][CH:15]=1.[O-:20][C:14]1[CH:19]=[CH:18][CH:17]=[CH:16][CH:15]=1.[CH-:2]1[CH:6]=[CH:5][CH:4]=[CH:3]1.[CH-:7]1[CH:11]=[CH:10][CH:9]=[CH:8]1.[Zr+2:13]. The catalyst class is: 11. (4) Reactant: [CH2:1]([O:8][C:9]1[CH:16]=[CH:15][C:12]([C:13]#[N:14])=[C:11]([OH:17])[CH:10]=1)[C:2]1[CH:7]=[CH:6][CH:5]=[CH:4][CH:3]=1.I[CH3:19].[H-].[Na+]. Product: [CH2:1]([O:8][C:9]1[CH:16]=[CH:15][C:12]([C:13]#[N:14])=[C:11]([O:17][CH3:19])[CH:10]=1)[C:2]1[CH:3]=[CH:4][CH:5]=[CH:6][CH:7]=1. The catalyst class is: 3. (5) Reactant: [OH:1][C:2]1[CH:3]=[C:4]([CH:7]=[CH:8][C:9]=1[O:10][CH3:11])[CH:5]=[O:6].C(=O)([O-])[O-].[K+].[K+].Br[CH2:19][CH2:20][CH3:21]. Product: [CH3:11][O:10][C:9]1[CH:8]=[CH:7][C:4]([CH:5]=[O:6])=[CH:3][C:2]=1[O:1][CH2:19][CH2:20][CH3:21]. The catalyst class is: 35. (6) Reactant: [CH2:1]([O:4][CH2:5][CH2:6][O:7][CH2:8][CH2:9][O:10][C:11]1[CH:16]=[CH:15][C:14]([NH:17][C:18]([NH:20][NH:21][C:22]([O:24]CC)=O)=[O:19])=[CH:13][CH:12]=1)[C:2]#[CH:3].C([O-])([O-])=O.[K+].[K+].Cl.O1CCOCC1. Product: [CH2:1]([O:4][CH2:5][CH2:6][O:7][CH2:8][CH2:9][O:10][C:11]1[CH:12]=[CH:13][C:14]([N:17]2[C:18](=[O:19])[NH:20][NH:21][C:22]2=[O:24])=[CH:15][CH:16]=1)[C:2]#[CH:3]. The catalyst class is: 5.